Dataset: Forward reaction prediction with 1.9M reactions from USPTO patents (1976-2016). Task: Predict the product of the given reaction. (1) Given the reactants [C:1]([C:5]1[CH:10]=[CH:9][C:8]([S:11]([NH:14][C:15]2[N:19]([CH3:20])[N:18]=[C:17]([O:21][CH2:22][CH2:23][OH:24])[C:16]=2[C:25]2[CH:30]=[CH:29][C:28]([CH3:31])=[CH:27][CH:26]=2)(=[O:13])=[O:12])=[CH:7][CH:6]=1)([CH3:4])([CH3:3])[CH3:2].[H-].[Na+].[Br:34][C:35]1[CH:36]=[N:37][C:38](Cl)=[N:39][CH:40]=1.CC(N(C)C)=O, predict the reaction product. The product is: [Br:34][C:35]1[CH:36]=[N:37][C:38]([O:24][CH2:23][CH2:22][O:21][C:17]2[C:16]([C:25]3[CH:30]=[CH:29][C:28]([CH3:31])=[CH:27][CH:26]=3)=[C:15]([NH:14][S:11]([C:8]3[CH:7]=[CH:6][C:5]([C:1]([CH3:4])([CH3:3])[CH3:2])=[CH:10][CH:9]=3)(=[O:12])=[O:13])[N:19]([CH3:20])[N:18]=2)=[N:39][CH:40]=1. (2) Given the reactants [CH:1]([O:4][C:5]([N:7]1[CH2:12][CH2:11][CH:10]([CH:13]2[CH2:17][C:16]3[CH:18]=[C:19]([C:22]4[C:23]([CH3:29])=[N:24][C:25](Cl)=[CH:26][CH:27]=4)[CH:20]=[CH:21][C:15]=3[O:14]2)[CH2:9][CH2:8]1)=[O:6])([CH3:3])[CH3:2].[CH3:30][S:31]C.[Na], predict the reaction product. The product is: [CH:1]([O:4][C:5]([N:7]1[CH2:12][CH2:11][CH:10]([CH:13]2[CH2:17][C:16]3[CH:18]=[C:19]([C:22]4[C:23]([CH3:29])=[N:24][C:25]([S:31][CH3:30])=[CH:26][CH:27]=4)[CH:20]=[CH:21][C:15]=3[O:14]2)[CH2:9][CH2:8]1)=[O:6])([CH3:3])[CH3:2].